Dataset: Full USPTO retrosynthesis dataset with 1.9M reactions from patents (1976-2016). Task: Predict the reactants needed to synthesize the given product. (1) Given the product [CH:5]1[C:6]2[C:11](=[CH:10][CH:9]=[CH:8][CH:7]=2)[CH:12]=[CH:13][C:4]=1[CH:2]([OH:3])[CH3:1], predict the reactants needed to synthesize it. The reactants are: [CH3:1][C:2]([C:4]1[CH:13]=[CH:12][C:11]2[C:6](=[CH:7][CH:8]=[CH:9][CH:10]=2)[CH:5]=1)=[O:3].[OH-].[K+]. (2) Given the product [O:49]=[C:17]([N:14]1[CH2:15][CH2:16][NH:11][CH2:12][CH2:13]1)[CH2:18][NH:19][C:20]([C:22]1[CH:26]=[C:25]([O:27][CH2:28][C:29]([N:31]2[CH2:35][CH2:34][CH2:33][C@H:32]2[C:36](=[O:42])[NH:37][CH:38]2[CH2:39][CH2:40][CH2:41]2)=[O:30])[N:24]([C:43]2[CH:44]=[CH:45][CH:46]=[CH:47][CH:48]=2)[N:23]=1)=[O:21], predict the reactants needed to synthesize it. The reactants are: C(OC([N:11]1[CH2:16][CH2:15][N:14]([C:17](=[O:49])[CH2:18][NH:19][C:20]([C:22]2[CH:26]=[C:25]([O:27][CH2:28][C:29]([N:31]3[CH2:35][CH2:34][CH2:33][C@H:32]3[C:36](=[O:42])[NH:37][CH:38]3[CH2:41][CH2:40][CH2:39]3)=[O:30])[N:24]([C:43]3[CH:48]=[CH:47][CH:46]=[CH:45][CH:44]=3)[N:23]=2)=[O:21])[CH2:13][CH2:12]1)=O)C1C=CC=CC=1. (3) Given the product [C:1]1([CH:7]([C:14]2[CH:15]=[CH:16][C:17]([C:20]([F:23])([F:21])[F:22])=[CH:18][CH:19]=2)[CH:8]2[CH2:9][CH2:10][NH:11][CH2:12][CH2:13]2)[CH:2]=[CH:3][CH:4]=[CH:5][CH:6]=1, predict the reactants needed to synthesize it. The reactants are: [C:1]1([C:7]([C:14]2[CH:19]=[CH:18][C:17]([C:20]([F:23])([F:22])[F:21])=[CH:16][CH:15]=2)=[C:8]2[CH2:13][CH2:12][NH:11][CH2:10][CH2:9]2)[CH:6]=[CH:5][CH:4]=[CH:3][CH:2]=1. (4) Given the product [O:41]1[CH2:42][CH2:43][CH2:44][CH:40]1[CH2:39][NH:36][C:37]([N:1]1[CH2:6][CH2:5][CH:4]([N:7]2[CH:11]=[C:10]([C:12]3[CH:17]=[N:16][N:15]4[C:18]([C:21]5[CH:26]=[CH:25][CH:24]=[C:23]([NH:27][C:28]([NH:30][CH2:31][C:32]([F:33])([F:35])[F:34])=[O:29])[CH:22]=5)=[CH:19][N:20]=[C:14]4[CH:13]=3)[CH:9]=[N:8]2)[CH2:3][CH2:2]1)=[O:38], predict the reactants needed to synthesize it. The reactants are: [NH:1]1[CH2:6][CH2:5][CH:4]([N:7]2[CH:11]=[C:10]([C:12]3[CH:17]=[N:16][N:15]4[C:18]([C:21]5[CH:22]=[C:23]([NH:27][C:28]([NH:30][CH2:31][C:32]([F:35])([F:34])[F:33])=[O:29])[CH:24]=[CH:25][CH:26]=5)=[CH:19][N:20]=[C:14]4[CH:13]=3)[CH:9]=[N:8]2)[CH2:3][CH2:2]1.[N:36]([CH2:39][CH:40]1[CH2:44][CH2:43][CH2:42][O:41]1)=[C:37]=[O:38]. (5) Given the product [Cl:13][C:14]1[CH:19]=[CH:18][N:17]=[CH:16][C:15]=1[CH:20]=[O:22], predict the reactants needed to synthesize it. The reactants are: [Li]CCCC.C(NC(C)C)(C)C.[Cl:13][C:14]1[CH:19]=[CH:18][N:17]=[CH:16][CH:15]=1.[CH2:20]([O:22]C=O)C. (6) Given the product [C:39]([CH2:38][CH2:37][CH2:36][NH:35][C:33](=[O:34])[CH2:32][C:22]1[CH:23]=[C:24]([CH:30]=[CH:31][C:21]=1[O:20][CH2:19][CH2:18][CH2:17][C:14]1[CH:15]=[CH:16][C:11]([O:10][CH2:9][CH2:8][CH2:7][CH:1]2[CH2:6][CH2:5][CH2:4][CH2:3][CH2:2]2)=[CH:12][CH:13]=1)[C:25]([OH:27])=[O:26])([OH:41])=[O:40], predict the reactants needed to synthesize it. The reactants are: [CH:1]1([CH2:7][CH2:8][CH2:9][O:10][C:11]2[CH:16]=[CH:15][C:14]([CH2:17][CH2:18][CH2:19][O:20][C:21]3[CH:31]=[CH:30][C:24]([C:25]([O:27]CC)=[O:26])=[CH:23][C:22]=3[CH2:32][C:33]([NH:35][CH2:36][CH2:37][CH2:38][C:39]([O:41]C)=[O:40])=[O:34])=[CH:13][CH:12]=2)[CH2:6][CH2:5][CH2:4][CH2:3][CH2:2]1.[OH-].[Na+]. (7) Given the product [CH3:1][C:2]1[CH:3]=[CH:4][C:5]([O:6][C:7]2[CH:8]=[CH:9][C:10]([CH:13]3[C:18]4=[N:19][S:20](=[O:23])(=[O:24])[CH2:21][CH2:22][N:17]4[CH2:16][CH2:15][CH2:14]3)=[CH:11][CH:12]=2)=[CH:25][CH:26]=1, predict the reactants needed to synthesize it. The reactants are: [CH3:1][C:2]1[CH:26]=[CH:25][C:5]([O:6][C:7]2[CH:12]=[CH:11][C:10]([C:13]3[C:18]4=[N:19][S:20](=[O:24])(=[O:23])[CH2:21][CH2:22][N:17]4[CH:16]=[CH:15][CH:14]=3)=[CH:9][CH:8]=2)=[CH:4][CH:3]=1. (8) Given the product [CH2:1]([O:3][C:4]1[CH:5]=[CH:6][C:7]([NH2:16])=[C:8]([N:10]2[CH2:15][CH2:14][CH2:13][CH2:12][CH2:11]2)[CH:9]=1)[CH3:2], predict the reactants needed to synthesize it. The reactants are: [CH2:1]([O:3][C:4]1[CH:5]=[CH:6][C:7]([N+:16]([O-])=O)=[C:8]([N:10]2[CH2:15][CH2:14][CH2:13][CH2:12][CH2:11]2)[CH:9]=1)[CH3:2]. (9) Given the product [Cl:1][C:2]1[CH:3]=[C:4]([NH:10][C:11]2[N:19]=[CH:18][CH:17]=[CH:16][C:12]=2[C:13]([NH:25][C:21]([CH3:22])([C:23]#[CH:24])[CH3:20])=[O:15])[CH:5]=[CH:6][C:7]=1[O:8][CH3:9], predict the reactants needed to synthesize it. The reactants are: [Cl:1][C:2]1[CH:3]=[C:4]([NH:10][C:11]2[N:19]=[CH:18][CH:17]=[CH:16][C:12]=2[C:13]([OH:15])=O)[CH:5]=[CH:6][C:7]=1[O:8][CH3:9].[CH3:20][C:21]([NH2:25])([C:23]#[CH:24])[CH3:22].C1C=CC2N(O)N=NC=2C=1.CCN=C=NCCCN(C)C.CCN(C(C)C)C(C)C.